The task is: Predict the product of the given reaction.. This data is from Forward reaction prediction with 1.9M reactions from USPTO patents (1976-2016). (1) Given the reactants [F:1][C:2]1[CH:30]=[CH:29][C:5]2[N:6]=[C:7]([NH:9][C@H:10]3[CH2:14][CH2:13][CH2:12][C@@H:11]3[NH:15][C:16](=[O:28])[C:17]3[CH:22]=[CH:21][CH:20]=[CH:19][C:18]=3N3C=CC=N3)[S:8][C:4]=2[CH:3]=1.[F:31]C1C=CC=CC=1C(O)=O.Cl.FC1C=CC2N=C(N[C@H]3CCC[C@@H]3N)SC=2C=1, predict the reaction product. The product is: [F:31][C:18]1[CH:19]=[CH:20][CH:21]=[CH:22][C:17]=1[C:16]([NH:15][C@H:11]1[CH2:12][CH2:13][CH2:14][C@@H:10]1[NH:9][C:7]1[S:8][C:4]2[CH:3]=[C:2]([F:1])[CH:30]=[CH:29][C:5]=2[N:6]=1)=[O:28]. (2) Given the reactants [Cl-].[CH3:2][O:3][CH2:4][P+](C1C=CC=CC=1)(C1C=CC=CC=1)C1C=CC=CC=1.CC(C)([O-])C.[K+].[Si:30]([O:37][CH2:38][C:39]1[N:44]=[C:43]([CH:45]=O)[C:42]([O:47][CH3:48])=[CH:41][CH:40]=1)([C:33]([CH3:36])([CH3:35])[CH3:34])([CH3:32])[CH3:31].[NH4+], predict the reaction product. The product is: [Si:30]([O:37][CH2:38][C:39]1[N:44]=[C:43]([CH:45]=[CH:2][O:3][CH3:4])[C:42]([O:47][CH3:48])=[CH:41][CH:40]=1)([C:33]([CH3:36])([CH3:35])[CH3:34])([CH3:32])[CH3:31].